Dataset: Full USPTO retrosynthesis dataset with 1.9M reactions from patents (1976-2016). Task: Predict the reactants needed to synthesize the given product. Given the product [NH:1]1[C:5]2[CH:6]=[CH:7][CH:8]=[CH:9][C:4]=2[N:3]=[C:2]1[CH:10]([O:31][CH:32]1[CH2:33][CH2:34][N:35]([CH3:38])[CH2:36][CH2:37]1)[C:11]1[CH:12]=[C:13]([C:17]#[C:18][CH2:19][NH2:20])[CH:14]=[CH:15][CH:16]=1, predict the reactants needed to synthesize it. The reactants are: [NH:1]1[C:5]2[CH:6]=[CH:7][CH:8]=[CH:9][C:4]=2[N:3]=[C:2]1[CH:10]([O:31][CH:32]1[CH2:37][CH2:36][N:35]([CH3:38])[CH2:34][CH2:33]1)[C:11]1[CH:12]=[C:13]([C:17]#[C:18][CH2:19][N:20]2C(=O)C3C(=CC=CC=3)C2=O)[CH:14]=[CH:15][CH:16]=1.O.NN.